This data is from Reaction yield outcomes from USPTO patents with 853,638 reactions. The task is: Predict the reaction yield, written as a fraction of the theoretical maximum amount of product (1.0 means a 100% yield; for example, 0.34 means a 34% yield). (1) The product is [Br:21][C:2]1[S:3][CH:4]=[C:5]([CH2:7][O:8][N:9]2[C:17](=[O:18])[C:16]3[C:11](=[CH:12][CH:13]=[CH:14][CH:15]=3)[C:10]2=[O:19])[N:6]=1. The reactants are N[C:2]1[S:3][CH:4]=[C:5]([CH2:7][O:8][N:9]2[C:17](=[O:18])[C:16]3[C:11](=[CH:12][CH:13]=[CH:14][CH:15]=3)[C:10]2=[O:19])[N:6]=1.[Na+].[Br-:21].N(OC(C)(C)C)=O. The yield is 0.280. The catalyst is C(#N)C.O. (2) The reactants are Cl[C:2]1[C:11]2[C:6](=[CH:7][C:8]([O:14][CH2:15][CH2:16][CH2:17][N:18]3[CH2:23][CH2:22][O:21][CH2:20][CH2:19]3)=[C:9]([O:12][CH3:13])[CH:10]=2)[N:5]=[CH:4][N:3]=1.[NH2:24][C:25]1[S:29][CH:28]=[C:27]([C:30]([O:32]CC)=[O:31])[CH:26]=1. The catalyst is C(O)(C)C.Cl.C(O)(C)C.CCOC(C)=O. The product is [CH3:13][O:12][C:9]1[CH:10]=[C:11]2[C:6](=[CH:7][C:8]=1[O:14][CH2:15][CH2:16][CH2:17][N:18]1[CH2:23][CH2:22][O:21][CH2:20][CH2:19]1)[N:5]=[CH:4][N:3]=[C:2]2[NH:24][C:25]1[S:29][CH:28]=[C:27]([C:30]([OH:32])=[O:31])[CH:26]=1. The yield is 0.990. (3) The reactants are [CH3:1][O:2][C:3]1[CH:18]=[CH:17][C:6]([O:7][C:8]2[CH:9]=[C:10]([CH:14]=[CH:15][CH:16]=2)[C:11]([OH:13])=O)=[CH:5][CH:4]=1.[NH2:19][C@@H:20]1[C@H:24]2[O:25][CH2:26][C@H:27]([NH:28][C:29]([CH:31]3[CH2:33][CH2:32]3)=[O:30])[C@H:23]2[O:22][CH2:21]1. The yield is 0.446. No catalyst specified. The product is [CH:31]1([C:29]([NH:28][C@@H:27]2[C@H:23]3[O:22][CH2:21][C@H:20]([NH:19][C:11](=[O:13])[C:10]4[CH:14]=[CH:15][CH:16]=[C:8]([O:7][C:6]5[CH:5]=[CH:4][C:3]([O:2][CH3:1])=[CH:18][CH:17]=5)[CH:9]=4)[C@H:24]3[O:25][CH2:26]2)=[O:30])[CH2:32][CH2:33]1. (4) The reactants are C1(P(C2C=CC=CC=2)C2C=CC3C(=CC=CC=3)C=2C2C3C(=CC=CC=3)C=CC=2P(C2C=CC=CC=2)C2C=CC=CC=2)C=CC=CC=1.CC(C)([O-])C.[K+].[NH:53]1[CH2:58][CH2:57][O:56][CH2:55][CH2:54]1.Br[C:60]1[CH:66]=[C:65]([CH3:67])[C:63]([NH2:64])=[C:62]([CH3:68])[CH:61]=1. The catalyst is C1C=CC(/C=C/C(/C=C/C2C=CC=CC=2)=O)=CC=1.C1C=CC(/C=C/C(/C=C/C2C=CC=CC=2)=O)=CC=1.[Pd].C1(C)C=CC=CC=1. The product is [CH3:68][C:62]1[CH:61]=[C:60]([N:53]2[CH2:58][CH2:57][O:56][CH2:55][CH2:54]2)[CH:66]=[C:65]([CH3:67])[C:63]=1[NH2:64]. The yield is 0.410. (5) The reactants are [Br:1][C:2]1[CH:3]=[C:4]([CH:28]=[CH:29][CH:30]=1)[CH2:5][N:6]1[C:14]2[C:13](=[O:15])[N:12]([CH3:16])[C:11](=[O:17])[N:10]([CH3:18])[C:9]=2[N:8]=[C:7]1[S:19][C:20]([CH3:27])([CH:22]([OH:26])[CH2:23][CH2:24][CH3:25])[CH3:21].CC(OI1(OC(C)=O)(OC(C)=O)OC(=O)C2C=CC=CC1=2)=O. The catalyst is C(Cl)Cl. The product is [Br:1][C:2]1[CH:3]=[C:4]([CH:28]=[CH:29][CH:30]=1)[CH2:5][N:6]1[C:14]2[C:13](=[O:15])[N:12]([CH3:16])[C:11](=[O:17])[N:10]([CH3:18])[C:9]=2[N:8]=[C:7]1[S:19][C:20]([CH3:21])([C:22](=[O:26])[CH2:23][CH2:24][CH3:25])[CH3:27]. The yield is 0.600.